Dataset: Full USPTO retrosynthesis dataset with 1.9M reactions from patents (1976-2016). Task: Predict the reactants needed to synthesize the given product. Given the product [C:1]([O:5][C:6]([N:8]1[CH2:12][CH2:11][CH2:10][CH:9]1[C:13]1[CH:17]=[C:16]([CH2:18][CH:24]([N:25]=[C:33]([C:27]2[CH:32]=[CH:31][CH:30]=[CH:29][CH:28]=2)[C:39]2[CH:44]=[CH:43][CH:42]=[CH:41][CH:40]=2)[C:23]([O:22][CH2:20][CH3:21])=[O:26])[O:15][N:14]=1)=[O:7])([CH3:4])([CH3:3])[CH3:2], predict the reactants needed to synthesize it. The reactants are: [C:1]([O:5][C:6]([N:8]1[CH2:12][CH2:11][CH2:10][CH:9]1[C:13]1[CH:17]=[C:16]([CH2:18]Br)[O:15][N:14]=1)=[O:7])([CH3:4])([CH3:3])[CH3:2].[CH2:20]([O:22][C:23](=[O:26])[CH2:24][NH2:25])[CH3:21].[C:27]1([C:33]([C:39]2[CH:44]=[CH:43][CH:42]=[CH:41][CH:40]=2)=NCC(O)=O)[CH:32]=[CH:31][CH:30]=[CH:29][CH:28]=1.[OH-].[K+].Cl.